From a dataset of Forward reaction prediction with 1.9M reactions from USPTO patents (1976-2016). Predict the product of the given reaction. (1) Given the reactants [CH3:1][O:2][C:3]1[CH:8]=[CH:7][CH:6]=[CH:5][C:4]=1[C:9]1[C:17]2[C:12](=[N:13][CH:14]=[C:15]([C:18]3[CH:19]=[C:20]([CH:23]=[CH:24][CH:25]=3)[CH:21]=O)[CH:16]=2)[N:11](COCC[Si](C)(C)C)[N:10]=1.[NH:34]1[CH2:38][CH2:37][CH2:36][CH2:35]1.Cl([O-])(=O)(=O)=O, predict the reaction product. The product is: [CH3:1][O:2][C:3]1[CH:8]=[CH:7][CH:6]=[CH:5][C:4]=1[C:9]1[C:17]2[C:12](=[N:13][CH:14]=[C:15]([C:18]3[CH:25]=[CH:24][CH:23]=[C:20]([CH2:21][N:34]4[CH2:38][CH2:37][CH2:36][CH2:35]4)[CH:19]=3)[CH:16]=2)[NH:11][N:10]=1. (2) Given the reactants [H-].C([Al+]CC(C)C)C(C)C.C(O[C:14](=O)[CH:15]([CH:21]1[CH2:25][CH2:24][CH2:23][CH2:22]1)[C:16]([O:18][CH2:19][CH3:20])=[O:17])C.[F:27][C:28]1[CH:35]=[CH:34][C:31]([CH2:32][NH2:33])=[CH:30][CH:29]=1.C([BH3-])#N.[Na+], predict the reaction product. The product is: [CH2:19]([O:18][C:16](=[O:17])[CH:15]([CH:21]1[CH2:22][CH2:23][CH2:24][CH2:25]1)[CH2:14][NH:33][CH2:32][C:31]1[CH:34]=[CH:35][C:28]([F:27])=[CH:29][CH:30]=1)[CH3:20]. (3) Given the reactants [OH:1][C:2]1[CH:3]=[C:4]([CH:8]=[C:9]([OH:11])[CH:10]=1)[C:5]([OH:7])=[O:6].[C:12](OC(=O)C)(=[O:14])[CH3:13].N1C=CC=CC=1.[C:25](OCC)(=[O:27])[CH3:26], predict the reaction product. The product is: [C:12]([O:1][C:2]1[CH:3]=[C:4]([CH:8]=[C:9]([O:11][C:25](=[O:27])[CH3:26])[CH:10]=1)[C:5]([OH:7])=[O:6])(=[O:14])[CH3:13]. (4) Given the reactants [CH2:1]([N:8]([CH2:20][C:21]1[CH:26]=[CH:25][CH:24]=[CH:23][CH:22]=1)[S:9]([C:12]1[CH:17]=[CH:16][C:15]([C:18]#[N:19])=[CH:14][CH:13]=1)(=[O:11])=[O:10])[C:2]1[CH:7]=[CH:6][CH:5]=[CH:4][CH:3]=1.[OH-].[NH4+], predict the reaction product. The product is: [NH2:19][CH2:18][C:15]1[CH:14]=[CH:13][C:12]([S:9]([N:8]([CH2:1][C:2]2[CH:3]=[CH:4][CH:5]=[CH:6][CH:7]=2)[CH2:20][C:21]2[CH:26]=[CH:25][CH:24]=[CH:23][CH:22]=2)(=[O:11])=[O:10])=[CH:17][CH:16]=1. (5) Given the reactants [Br:1][C:2]1[CH:7]=[CH:6][C:5]([OH:8])=[CH:4][N:3]=1.Cl[C:10]([F:15])([F:14])C([O-])=O.[Na+].C(=O)([O-])[O-].[K+].[K+], predict the reaction product. The product is: [Br:1][C:2]1[CH:7]=[CH:6][C:5]([O:8][CH:10]([F:15])[F:14])=[CH:4][N:3]=1. (6) Given the reactants [Cl:1][C:2]1[C:3]([CH2:12][N:13]2[C:17](/[CH:18]=[CH:19]/[C:20](O)=[O:21])=[CH:16][C:15]([O:23][CH:24]([CH3:26])[CH3:25])=[N:14]2)=[N:4][CH:5]=[C:6]([C:8]([F:11])([F:10])[F:9])[CH:7]=1.[CH2:27]([S:32]([NH2:35])(=[O:34])=[O:33])[CH2:28][CH2:29][CH2:30][CH3:31].N12CCCN=C1CCCCC2.Cl, predict the reaction product. The product is: [Cl:1][C:2]1[C:3]([CH2:12][N:13]2[C:17](/[CH:18]=[CH:19]/[C:20]([NH:35][S:32]([CH2:27][CH2:28][CH2:29][CH2:30][CH3:31])(=[O:34])=[O:33])=[O:21])=[CH:16][C:15]([O:23][CH:24]([CH3:26])[CH3:25])=[N:14]2)=[N:4][CH:5]=[C:6]([C:8]([F:9])([F:11])[F:10])[CH:7]=1. (7) Given the reactants [CH:1]1([C:4]2[CH:5]=[CH:6][C:7]([C:18]([NH:20][C:21]3([CH2:35][C:36]([O:38]CC)=[O:37])[CH2:24][N:23]([C:25]([O:27][CH2:28][C:29]4[CH:34]=[CH:33][CH:32]=[CH:31][CH:30]=4)=[O:26])[CH2:22]3)=[O:19])=[N:8][C:9]=2[CH2:10][C:11]2[CH:16]=[CH:15][C:14]([F:17])=[CH:13][CH:12]=2)[CH2:3][CH2:2]1.O.[OH-].[Li+], predict the reaction product. The product is: [CH2:28]([O:27][C:25]([N:23]1[CH2:22][C:21]([CH2:35][C:36]([OH:38])=[O:37])([NH:20][C:18]([C:7]2[CH:6]=[CH:5][C:4]([CH:1]3[CH2:3][CH2:2]3)=[C:9]([CH2:10][C:11]3[CH:12]=[CH:13][C:14]([F:17])=[CH:15][CH:16]=3)[N:8]=2)=[O:19])[CH2:24]1)=[O:26])[C:29]1[CH:34]=[CH:33][CH:32]=[CH:31][CH:30]=1.